Dataset: Forward reaction prediction with 1.9M reactions from USPTO patents (1976-2016). Task: Predict the product of the given reaction. Given the reactants [C:1]([C:3]1[CH:22]=[CH:21][C:6]([C:7]([NH:9][CH2:10][C:11]2[CH:12]=[N:13][C:14]([CH3:20])=[C:15]([OH:19])[C:16]=2[CH2:17][OH:18])=[O:8])=[CH:5][CH:4]=1)#[N:2].[C:23]([C:27]1[CH:34]=[CH:33][C:30]([CH2:31]Cl)=[CH:29][CH:28]=1)([CH3:26])([CH3:25])[CH3:24].C(=O)([O-])[O-].[Cs+].[Cs+], predict the reaction product. The product is: [C:23]([C:27]1[CH:28]=[CH:29][C:30]([CH2:31][O:19][C:15]2[C:16]([CH2:17][OH:18])=[C:11]([CH2:10][NH:9][C:7](=[O:8])[C:6]3[CH:5]=[CH:4][C:3]([C:1]#[N:2])=[CH:22][CH:21]=3)[CH:12]=[N:13][C:14]=2[CH3:20])=[CH:33][CH:34]=1)([CH3:26])([CH3:24])[CH3:25].